From a dataset of Peptide-MHC class II binding affinity with 134,281 pairs from IEDB. Regression. Given a peptide amino acid sequence and an MHC pseudo amino acid sequence, predict their binding affinity value. This is MHC class II binding data. The peptide sequence is VRNGKKLIPSWASVK. The MHC is HLA-DQA10501-DQB10303 with pseudo-sequence HLA-DQA10501-DQB10303. The binding affinity (normalized) is 0.447.